This data is from Forward reaction prediction with 1.9M reactions from USPTO patents (1976-2016). The task is: Predict the product of the given reaction. (1) Given the reactants Br[C:2]1[C:11]2[C:6](=[CH:7][CH:8]=[CH:9][CH:10]=2)[CH:5]=[CH:4][C:3]=1[O:12][CH3:13].[C:14]1(B(O)O)[CH:19]=[CH:18][CH:17]=[CH:16][CH:15]=1.P([O-])([O-])([O-])=O.[K+].[K+].[K+].[Cl-].[NH4+], predict the reaction product. The product is: [CH3:13][O:12][C:3]1[CH:4]=[CH:5][C:6]2[C:11](=[CH:10][CH:9]=[CH:8][CH:7]=2)[C:2]=1[C:14]1[CH:19]=[CH:18][CH:17]=[CH:16][CH:15]=1. (2) Given the reactants [Cl:1][C:2]1[CH:3]=[C:4]([CH:7]=[CH:8][C:9]=1[Cl:10])[CH2:5][NH2:6].[CH:11]1[C:20]2[C:15](=[C:16]([CH:21]([CH3:25])[C:22](O)=[O:23])[CH:17]=[CH:18][CH:19]=2)[CH:14]=[CH:13][N:12]=1.C1C2C(=C(CC(O)=O)C=CC=2)C=CN=1, predict the reaction product. The product is: [Cl:1][C:2]1[CH:3]=[C:4]([CH:7]=[CH:8][C:9]=1[Cl:10])[CH2:5][NH:6][C:22](=[O:23])[CH:21]([C:16]1[CH:17]=[CH:18][CH:19]=[C:20]2[C:15]=1[CH:14]=[CH:13][N:12]=[CH:11]2)[CH3:25]. (3) The product is: [Cl:28][C:26]1[N:25]=[N:24][C:23]([O:6][C:5]2[C:7]([CH3:11])=[CH:8][CH:9]=[CH:10][C:4]=2[CH:1]2[CH2:3][CH2:2]2)=[C:22]([OH:21])[CH:27]=1. Given the reactants [CH:1]1([C:4]2[CH:10]=[CH:9][CH:8]=[C:7]([CH3:11])[C:5]=2[O-:6])[CH2:3][CH2:2]1.[Na+].CC1CCCCC1O.[OH:21][C:22]1[CH:27]=[C:26]([Cl:28])[N:25]=[N:24][C:23]=1Cl.C1(C2C=CC=C(C)C=2O)CC1, predict the reaction product. (4) Given the reactants C([SiH](CC)CC)C.Cl[C:9]1[CH:18]=[C:17]([C:19]([F:22])([F:21])[F:20])[C:16]2[C:11](=[CH:12][CH:13]=[CH:14][CH:15]=2)[N:10]=1, predict the reaction product. The product is: [F:22][C:19]([F:20])([F:21])[C:17]1[C:16]2[C:11](=[CH:12][CH:13]=[CH:14][CH:15]=2)[N:10]=[CH:9][CH:18]=1.